This data is from Forward reaction prediction with 1.9M reactions from USPTO patents (1976-2016). The task is: Predict the product of the given reaction. (1) Given the reactants [F:1][C:2]([F:13])([F:12])[C:3]1[C:4]2[CH2:11][O:10][CH2:9][CH2:8][C:5]=2[NH:6][N:7]=1.C(=O)([O-])[O-].[K+].[K+].Br[C:21]1[CH:26]=[CH:25][C:24]([CH2:27][C:28]([N:30]2[CH2:34][CH2:33][CH2:32][CH2:31]2)=[O:29])=[C:23]([F:35])[CH:22]=1.CN(C)CC(O)=O, predict the reaction product. The product is: [F:35][C:23]1[CH:22]=[C:21]([N:6]2[C:5]3[CH2:8][CH2:9][O:10][CH2:11][C:4]=3[C:3]([C:2]([F:12])([F:1])[F:13])=[N:7]2)[CH:26]=[CH:25][C:24]=1[CH2:27][C:28](=[O:29])[N:30]1[CH2:31][CH2:32][CH2:33][CH2:34]1. (2) Given the reactants [CH3:1][O:2][C:3]1[CH:20]=[CH:19][C:6]([CH2:7][N:8]2[C:16]3[C:11](=[CH:12][CH:13]=[CH:14][CH:15]=3)[C:10]([CH:17]=O)=[CH:9]2)=[CH:5][CH:4]=1.[N+:21]([CH3:24])([O-:23])=[O:22].C([O-])(=O)C.[NH4+], predict the reaction product. The product is: [CH3:1][O:2][C:3]1[CH:20]=[CH:19][C:6]([CH2:7][N:8]2[C:16]3[C:11](=[CH:12][CH:13]=[CH:14][CH:15]=3)[C:10](/[CH:17]=[CH:24]\[N+:21]([O-:23])=[O:22])=[CH:9]2)=[CH:5][CH:4]=1. (3) The product is: [Cl:1][C:2]1[CH:3]=[C:4]([C@@H:12]([CH2:16][CH:17]2[CH2:18][CH2:19][C:20](=[O:23])[CH2:21][CH2:22]2)[C:13]([NH:51][C:52]2[CH:57]=[N:56][C:55]([Cl:58])=[CH:54][N:53]=2)=[O:14])[CH:5]=[CH:6][C:7]=1[S:8]([CH3:11])(=[O:9])=[O:10]. Given the reactants [Cl:1][C:2]1[CH:3]=[C:4]([C@@H:12]([CH2:16][CH:17]2[CH2:22][CH2:21][C:20](=[O:23])[CH2:19][CH2:18]2)[C:13](O)=[O:14])[CH:5]=[CH:6][C:7]=1[S:8]([CH3:11])(=[O:10])=[O:9].C1(P(C2C=CC=CC=2)C2C=CC=CC=2)C=CC=CC=1.BrN1C(=O)CCC1=O.[NH2:51][C:52]1[CH:57]=[N:56][C:55]([Cl:58])=[CH:54][N:53]=1.N1C(C)=CC=CC=1C, predict the reaction product. (4) Given the reactants Cl.[NH:2]1[C:6]2[CH:7]=[CH:8][CH:9]=[CH:10][C:5]=2[N:4]=[C:3]1[C@H:11]([NH2:21])[CH2:12][C:13]1[CH:18]=[CH:17][C:16]([O:19][CH3:20])=[CH:15][CH:14]=1.[CH:22]1([CH2:31][NH2:32])[C:30]2[C:25](=[CH:26][CH:27]=[CH:28][CH:29]=2)[CH2:24][CH2:23]1.[C:33](O)(C(F)(F)F)=[O:34], predict the reaction product. The product is: [NH:2]1[C:6]2[CH:7]=[CH:8][CH:9]=[CH:10][C:5]=2[N:4]=[C:3]1[C@H:11]([NH:21][C:33]([NH:32][CH2:31][CH:22]1[C:30]2[C:25](=[CH:26][CH:27]=[CH:28][CH:29]=2)[CH2:24][CH2:23]1)=[O:34])[CH2:12][C:13]1[CH:18]=[CH:17][C:16]([O:19][CH3:20])=[CH:15][CH:14]=1. (5) Given the reactants Br[C:2]1[N:3]=[C:4]([CH2:21][CH3:22])[C:5]([NH:10][C@@H:11]2[C:19]3[C:14](=[CH:15][CH:16]=[CH:17][CH:18]=3)[CH2:13][C@@H:12]2[OH:20])=[N:6][C:7]=1[CH2:8][CH3:9].[Cl:23][C:24]1[CH:29]=[C:28]([Cl:30])[CH:27]=[CH:26][C:25]=1B(O)O, predict the reaction product. The product is: [Cl:23][C:24]1[CH:29]=[C:28]([Cl:30])[CH:27]=[CH:26][C:25]=1[C:2]1[N:3]=[C:4]([CH2:21][CH3:22])[C:5]([NH:10][C@@H:11]2[C:19]3[C:14](=[CH:15][CH:16]=[CH:17][CH:18]=3)[CH2:13][C@@H:12]2[OH:20])=[N:6][C:7]=1[CH2:8][CH3:9]. (6) Given the reactants [CH3:1][O:2][C:3](=[O:45])[CH2:4][C:5]1[CH:10]=[CH:9][CH:8]=[CH:7][C:6]=1[C:11]#[C:12][C:13]1[C:18]([C:19]([F:22])([F:21])[F:20])=[CH:17][N:16]=[C:15]([NH:23][C:24]2[CH:44]=[CH:43][C:27]([C:28]([N:30]3[CH2:35][CH2:34][N:33]([C:36]([O:38][C:39]([CH3:42])([CH3:41])[CH3:40])=[O:37])[CH2:32][CH2:31]3)=[O:29])=[CH:26][CH:25]=2)[N:14]=1, predict the reaction product. The product is: [CH3:1][O:2][C:3](=[O:45])[CH2:4][C:5]1[CH:10]=[CH:9][CH:8]=[CH:7][C:6]=1[CH2:11][CH2:12][C:13]1[C:18]([C:19]([F:21])([F:22])[F:20])=[CH:17][N:16]=[C:15]([NH:23][C:24]2[CH:44]=[CH:43][C:27]([C:28]([N:30]3[CH2:35][CH2:34][N:33]([C:36]([O:38][C:39]([CH3:42])([CH3:41])[CH3:40])=[O:37])[CH2:32][CH2:31]3)=[O:29])=[CH:26][CH:25]=2)[N:14]=1. (7) Given the reactants [Li+].CC([N-]C(C)C)C.[CH3:9][O:10][C:11]1[CH:16]=[CH:15][C:14]([C:17]2[C:18]([C:22]3[CH:29]=[CH:28][C:25]([C:26]#[N:27])=[CH:24][C:23]=3[CH3:30])=[CH:19][S:20][CH:21]=2)=[CH:13][CH:12]=1.CN(C)[CH:33]=[O:34], predict the reaction product. The product is: [CH:33]([C:19]1[S:20][CH:21]=[C:17]([C:14]2[CH:13]=[CH:12][C:11]([O:10][CH3:9])=[CH:16][CH:15]=2)[C:18]=1[C:22]1[CH:29]=[CH:28][C:25]([C:26]#[N:27])=[CH:24][C:23]=1[CH3:30])=[O:34]. (8) The product is: [C:1]([C:5]1[CH:6]=[C:7]([C:17]2[CH:18]=[N:19][C:20]([C:23]([F:26])([F:24])[F:25])=[CH:21][CH:22]=2)[C:8]([O:13][CH2:14][O:15][CH3:16])=[C:9]([CH:10]([OH:11])[CH3:27])[CH:12]=1)([CH3:4])([CH3:2])[CH3:3]. Given the reactants [C:1]([C:5]1[CH:6]=[C:7]([C:17]2[CH:18]=[N:19][C:20]([C:23]([F:26])([F:25])[F:24])=[CH:21][CH:22]=2)[C:8]([O:13][CH2:14][O:15][CH3:16])=[C:9]([CH:12]=1)[CH:10]=[O:11])([CH3:4])([CH3:3])[CH3:2].[CH3:27][Mg]Br.C(OCC)C, predict the reaction product.